This data is from Reaction yield outcomes from USPTO patents with 853,638 reactions. The task is: Predict the reaction yield, written as a fraction of the theoretical maximum amount of product (1.0 means a 100% yield; for example, 0.34 means a 34% yield). (1) The reactants are COC1C=CC(C[N:8](CC2C=CC(OC)=CC=2)[C:9]2[N:14]=[C:13]([CH3:15])[N:12]=[C:11]([C:16]3[CH:17]=[C:18]([CH2:31][N:32]4[CH2:37][CH2:36][N:35]([S:38]([N:41]([CH3:43])[CH3:42])(=[O:40])=[O:39])[CH2:34][CH2:33]4)[CH:19]=[N:20][C:21]=3[NH:22][C:23]3[CH:24]=[N:25][C:26]([O:29][CH3:30])=[CH:27][CH:28]=3)[N:10]=2)=CC=1.FC(F)(F)C(O)=O.FC(F)(F)S(O)(=O)=O.CO. The catalyst is C(Cl)Cl. The product is [NH2:8][C:9]1[N:14]=[C:13]([CH3:15])[N:12]=[C:11]([C:16]2[CH:17]=[C:18]([CH2:31][N:32]3[CH2:33][CH2:34][N:35]([S:38]([N:41]([CH3:43])[CH3:42])(=[O:40])=[O:39])[CH2:36][CH2:37]3)[CH:19]=[N:20][C:21]=2[NH:22][C:23]2[CH:24]=[N:25][C:26]([O:29][CH3:30])=[CH:27][CH:28]=2)[N:10]=1. The yield is 0.770. (2) The reactants are B.O1CCCC1.[CH2:7]([O:14][C:15](=[O:38])[C:16]([O:20][C:21]1[CH:26]=[CH:25][CH:24]=[C:23]([CH2:27][CH2:28][NH:29][C:30](=O)[CH2:31][CH2:32][CH2:33][CH2:34][CH2:35][CH3:36])[CH:22]=1)([CH3:19])[CH2:17][CH3:18])[C:8]1[CH:13]=[CH:12][CH:11]=[CH:10][CH:9]=1.Cl.[OH-].[Na+]. The catalyst is O.O1CCCC1. The product is [CH2:7]([O:14][C:15](=[O:38])[C:16]([O:20][C:21]1[CH:26]=[CH:25][CH:24]=[C:23]([CH2:27][CH2:28][NH:29][CH2:30][CH2:31][CH2:32][CH2:33][CH2:34][CH2:35][CH3:36])[CH:22]=1)([CH3:19])[CH2:17][CH3:18])[C:8]1[CH:13]=[CH:12][CH:11]=[CH:10][CH:9]=1. The yield is 0.950. (3) The reactants are [F:1][C:2]1[CH:7]=[C:6]([N+:8]([O-])=O)[CH:5]=[CH:4][C:3]=1[N:11]1[CH:15]=[C:14]([C:16]2[CH:21]=[CH:20][CH:19]=[CH:18][N:17]=2)[CH:13]=[N:12]1.Cl.C([O-])([O-])=O.[Na+].[Na+]. The catalyst is C(O)C.[Fe]. The product is [F:1][C:2]1[CH:7]=[C:6]([NH2:8])[CH:5]=[CH:4][C:3]=1[N:11]1[CH:15]=[C:14]([C:16]2[CH:21]=[CH:20][CH:19]=[CH:18][N:17]=2)[CH:13]=[N:12]1. The yield is 0.672. (4) The reactants are Br[C:2]1[N:6]([CH3:7])[C:5]([C:8]2[O:12][N:11]=[C:10]([CH3:13])[N:9]=2)=[C:4]([CH3:14])[N:3]=1.[C:15]1([C:21]#[CH:22])[CH:20]=[CH:19][CH:18]=[CH:17][CH:16]=1.C(N(CC)CC)C. The catalyst is C1COCC1.C1C=CC(P(C2C=CC=CC=2)C2C=CC=CC=2)=CC=1.C1C=CC(P(C2C=CC=CC=2)C2C=CC=CC=2)=CC=1.Cl[Pd]Cl.C1(P(C2C=CC=CC=2)C2C=CC=CC=2)C=CC=CC=1. The product is [CH3:7][N:6]1[C:5]([C:8]2[O:12][N:11]=[C:10]([CH3:13])[N:9]=2)=[C:4]([CH3:14])[N:3]=[C:2]1[C:22]#[C:21][C:15]1[CH:20]=[CH:19][CH:18]=[CH:17][CH:16]=1. The yield is 0.550. (5) The reactants are [I:1]N1C(=O)CCC1=O.[Cl:9][C:10]1[N:11]=[CH:12][C:13]2[CH:18]=[CH:17][NH:16][C:14]=2[N:15]=1.S(S([O-])=O)([O-])(=O)=O.[Na+].[Na+]. The catalyst is C(#N)C. The product is [Cl:9][C:10]1[N:11]=[CH:12][C:13]2[C:18]([I:1])=[CH:17][NH:16][C:14]=2[N:15]=1. The yield is 0.820. (6) The reactants are [CH3:1]N([CH2:4][CH2:5]N(C)C)C.[Li]CCCC.[CH3:14][O:15][C:16]1[CH:31]=[CH:30][C:19]2[C:20]([C:24]3[CH:29]=[CH:28][CH:27]=[CH:26][CH:25]=3)=[C:21]([CH3:23])[O:22][C:18]=2[CH:17]=1.CI. The catalyst is C1COCC1. The product is [CH3:14][O:15][C:16]1[CH:31]=[CH:30][C:19]2[C:20]([C:24]3[CH:29]=[CH:28][CH:27]=[CH:26][CH:25]=3)=[C:21]([CH3:23])[O:22][C:18]=2[C:4]=1[CH3:5].[CH3:14][O:15][C:16]1[CH:31]=[CH:30][C:19]2[C:20]([C:24]3[CH:29]=[CH:28][CH:27]=[CH:26][CH:25]=3)=[C:21]([CH2:23][CH3:1])[O:22][C:18]=2[CH:17]=1. The yield is 0.330. (7) The reactants are [CH:1]12[NH:8][CH:5]([CH2:6][CH2:7]1)[CH2:4][CH:3]([C:9]1[N:14]3[N:15]=[C:16]([C:26]4[CH:31]=[CH:30][N:29]=[CH:28][CH:27]=4)[C:17]([C:18]4[CH:19]=[CH:20][C:21]([Cl:25])=[C:22]([OH:24])[CH:23]=4)=[C:13]3[N:12]=[CH:11][CH:10]=1)[CH2:2]2.C(N(CC)CC)C.[CH3:39][S:40](Cl)(=[O:42])=[O:41]. The catalyst is CN1CCCC1=O.O.ClCCl. The product is [Cl:25][C:21]1[CH:20]=[CH:19][C:18]([C:17]2[C:16]([C:26]3[CH:27]=[CH:28][N:29]=[CH:30][CH:31]=3)=[N:15][N:14]3[C:9]([CH:3]4[CH2:2][CH:1]5[N:8]([S:40]([CH3:39])(=[O:42])=[O:41])[CH:5]([CH2:6][CH2:7]5)[CH2:4]4)=[CH:10][CH:11]=[N:12][C:13]=23)=[CH:23][C:22]=1[OH:24]. The yield is 0.0900.